This data is from Full USPTO retrosynthesis dataset with 1.9M reactions from patents (1976-2016). The task is: Predict the reactants needed to synthesize the given product. (1) Given the product [CH:9]1([C:4]2[C:3]([NH2:12])=[C:2]([C:19]3[CH:20]=[N:21][C:22]([C:25]([F:28])([F:27])[F:26])=[N:23][CH:24]=3)[CH:7]=[C:6]([CH3:8])[N:5]=2)[CH2:11][CH2:10]1, predict the reactants needed to synthesize it. The reactants are: Cl[C:2]1[CH:7]=[C:6]([CH3:8])[N:5]=[C:4]([CH:9]2[CH2:11][CH2:10]2)[C:3]=1[NH2:12].CC1(C)OB([C:19]2[CH:20]=[N:21][C:22]([C:25]([F:28])([F:27])[F:26])=[N:23][CH:24]=2)OC1(C)C.COC1C=CC=C(OC)C=1C1C=CC=CC=1P(C1CCCCC1)C1CCCCC1.C(=O)([O-])[O-].[K+].[K+]. (2) The reactants are: [NH2:1]/[C:2](/[C:9]([F:12])([F:11])[F:10])=[CH:3]\[C:4]([O:6]CC)=O.[H-].[Na+].[Cl:15][C:16]1[C:21]([O:22][C:23]2[CH:28]=[CH:27][CH:26]=[CH:25][C:24]=2[O:29][CH2:30][C:31]([O:33][CH2:34][CH3:35])=[O:32])=[CH:20][C:19]([N:36]=[C:37]=[O:38])=[C:18]([F:39])[CH:17]=1.Cl. Given the product [Cl:15][C:16]1[CH:17]=[C:18]([F:39])[C:19]([N:36]2[C:4](=[O:6])[CH:3]=[C:2]([C:9]([F:10])([F:11])[F:12])[NH:1][C:37]2=[O:38])=[CH:20][C:21]=1[O:22][C:23]1[CH:28]=[CH:27][CH:26]=[CH:25][C:24]=1[O:29][CH2:30][C:31]([O:33][CH2:34][CH3:35])=[O:32], predict the reactants needed to synthesize it. (3) The reactants are: [Al+3].[Cl-].[Cl-].[Cl-].[CH3:5][O:6][C:7]1[CH:50]=[CH:49][C:10]([CH2:11][N:12]([C:31]2[CH:32]=[N:33][C:34]3[C:39]([CH:40]=2)=[CH:38][CH:37]=[C:36]([O:41]CC2C=CC=CC=2)[CH:35]=3)[C:13](=[O:30])[C:14]2[CH:19]=[CH:18][C:17]([O:20][CH3:21])=[C:16]([C:22]3[CH:27]=[CH:26][CH:25]=[C:24]([O:28][CH3:29])[CH:23]=3)[CH:15]=2)=[CH:9][CH:8]=1. Given the product [CH3:5][O:6][C:7]1[CH:8]=[CH:9][C:10]([CH2:11][N:12]([C:31]2[CH:32]=[N:33][C:34]3[C:39]([CH:40]=2)=[CH:38][CH:37]=[C:36]([OH:41])[CH:35]=3)[C:13](=[O:30])[C:14]2[CH:19]=[CH:18][C:17]([O:20][CH3:21])=[C:16]([C:22]3[CH:27]=[CH:26][CH:25]=[C:24]([O:28][CH3:29])[CH:23]=3)[CH:15]=2)=[CH:49][CH:50]=1, predict the reactants needed to synthesize it.